From a dataset of Full USPTO retrosynthesis dataset with 1.9M reactions from patents (1976-2016). Predict the reactants needed to synthesize the given product. (1) Given the product [CH3:18][N:17]([CH3:19])[C:14]1[S:13][C:12]([C:11]2[NH:6][C:7](=[O:26])[C:8]([C:22]([O:24][CH3:25])=[O:23])=[CH:9][C:10]=2[CH2:20][CH3:21])=[CH:16][CH:15]=1, predict the reactants needed to synthesize it. The reactants are: COC1C=C(OC)C=CC=1C[N:6]1[C:11]([C:12]2[S:13][C:14]([N:17]([CH3:19])[CH3:18])=[CH:15][CH:16]=2)=[C:10]([CH2:20][CH3:21])[CH:9]=[C:8]([C:22]([O:24][CH3:25])=[O:23])[C:7]1=[O:26].C1(OC)C=CC=CC=1.C(O)(C(F)(F)F)=O. (2) Given the product [CH2:23]([O:22][C:19]([C:13]1([CH2:14][OH:18])[CH2:15][CH2:16]1)=[O:21])[CH3:24], predict the reactants needed to synthesize it. The reactants are: [C:13](O[AlH-](O[C:13]([CH3:16])([CH3:15])[CH3:14])O[C:13]([CH3:16])([CH3:15])[CH3:14])([CH3:16])([CH3:15])[CH3:14].[Li+].[OH2:18].[C:19]([O:22][CH2:23][CH3:24])(=[O:21])C. (3) Given the product [Cl:20][C:11]1[CH:10]=[C:9]([NH:8][C:6]2[C:5]([F:21])=[CH:4][N:3]=[C:2]([NH:22][C:23]3[CH:24]=[CH:25][C:26]4[O:30][CH:29]([C:31]([O:33][CH3:34])=[O:32])[CH2:28][C:27]=4[CH:35]=3)[N:7]=2)[CH:14]=[CH:13][C:12]=1[O:15][C:16]([F:19])([F:18])[F:17], predict the reactants needed to synthesize it. The reactants are: Cl[C:2]1[N:7]=[C:6]([NH:8][C:9]2[CH:14]=[CH:13][C:12]([O:15][C:16]([F:19])([F:18])[F:17])=[C:11]([Cl:20])[CH:10]=2)[C:5]([F:21])=[CH:4][N:3]=1.[NH2:22][C:23]1[CH:24]=[CH:25][C:26]2[O:30][CH:29]([C:31]([O:33][CH3:34])=[O:32])[CH2:28][C:27]=2[CH:35]=1. (4) Given the product [OH:9][C:6]1[C:7](=[O:8])[C:4](=[O:3])[C:5]=1[NH:10][CH2:11][CH2:12][CH:13]1[CH2:18][CH2:17][N:16]([C:19]([O:21][CH2:22][C:23]2[CH:28]=[C:27]([Cl:29])[CH:26]=[C:25]([Cl:30])[CH:24]=2)=[O:20])[CH2:15][CH2:14]1, predict the reactants needed to synthesize it. The reactants are: C([O:3][C:4]1[C:7](=[O:8])[C:6](=[O:9])[C:5]=1[NH:10][CH2:11][CH2:12][CH:13]1[CH2:18][CH2:17][N:16]([C:19]([O:21][CH2:22][C:23]2[CH:28]=[C:27]([Cl:29])[CH:26]=[C:25]([Cl:30])[CH:24]=2)=[O:20])[CH2:15][CH2:14]1)C.Cl. (5) Given the product [NH2:11][C:9]1[N:8]=[CH:7][N:6]=[C:5]2[N:4]([CH2:23][CH2:24][N:25]([CH2:26][C:27]3[CH:32]=[CH:31][CH:30]=[CH:29][C:28]=3[F:33])[C:34](=[O:35])[O:36][C:37]([CH3:40])([CH3:38])[CH3:39])[N:3]=[C:2]([I:1])[C:10]=12, predict the reactants needed to synthesize it. The reactants are: [I:1][C:2]1[C:10]2[C:5](=[N:6][CH:7]=[N:8][C:9]=2[NH2:11])[NH:4][N:3]=1.C(=O)([O-])[O-].[Cs+].[Cs+].CS(O[CH2:23][CH2:24][N:25]([C:34]([O:36][C:37]([CH3:40])([CH3:39])[CH3:38])=[O:35])[CH2:26][C:27]1[CH:32]=[CH:31][CH:30]=[CH:29][C:28]=1[F:33])(=O)=O. (6) Given the product [F:1][C:2]([F:13])([F:14])[CH:3]([C:9]([F:11])([F:10])[F:12])[CH:4]([C:6]([O:8][CH3:16])=[O:7])[NH2:5], predict the reactants needed to synthesize it. The reactants are: [F:1][C:2]([F:14])([F:13])[CH:3]([C:9]([F:12])([F:11])[F:10])[CH:4]([C:6]([OH:8])=[O:7])[NH2:5].[Si](C=[N+]=[N-])(C)(C)[CH3:16].CO. (7) Given the product [CH3:1][C:2]([N+:10]([O-:12])=[O:11])([CH3:9])[CH2:3][CH2:4][CH2:5][OH:6], predict the reactants needed to synthesize it. The reactants are: [CH3:1][C:2]([N+:10]([O-:12])=[O:11])([CH3:9])[CH2:3][CH2:4][C:5](OC)=[O:6].[Cl-].[Li+].[BH4-].[Li+].Cl.